From a dataset of Full USPTO retrosynthesis dataset with 1.9M reactions from patents (1976-2016). Predict the reactants needed to synthesize the given product. Given the product [F:36][C:34]1[CH:35]=[C:30]([CH:31]=[C:32]([F:37])[CH:33]=1)[CH2:29][N:17]1[C:9]2=[N:8][C:7]([N:1]3[CH2:6][CH2:5][O:4][CH2:3][CH2:2]3)=[CH:12][C:11](=[O:13])[N:10]2[CH2:14][CH2:15][C@H:16]1[C:18]([F:20])([F:21])[F:19], predict the reactants needed to synthesize it. The reactants are: [N:1]1([C:7]2[N:8]=[C:9]3[NH:17][C@H:16]([C:18]([F:21])([F:20])[F:19])[CH2:15][CH2:14][N:10]3[C:11](=[O:13])[CH:12]=2)[CH2:6][CH2:5][O:4][CH2:3][CH2:2]1.C(=O)([O-])[O-].[Cs+].[Cs+].Br[CH2:29][C:30]1[CH:35]=[C:34]([F:36])[CH:33]=[C:32]([F:37])[CH:31]=1.